Dataset: Catalyst prediction with 721,799 reactions and 888 catalyst types from USPTO. Task: Predict which catalyst facilitates the given reaction. (1) Reactant: [C:1]1([S:7]([C:10]2[C:18]3[C:13](=[CH:14][CH:15]=[CH:16][CH:17]=3)[NH:12][CH:11]=2)(=[O:9])=[O:8])[CH:6]=[CH:5][CH:4]=[CH:3][CH:2]=1.[H-].[Na+].Br[CH2:22][CH2:23][CH2:24][N:25]1[C:29](=[O:30])[C:28]2=[CH:31][CH:32]=[CH:33][CH:34]=[C:27]2[C:26]1=[O:35]. Product: [C:1]1([S:7]([C:10]2[C:18]3[C:13](=[CH:14][CH:15]=[CH:16][CH:17]=3)[N:12]([CH2:22][CH2:23][CH2:24][N:25]3[C:29](=[O:30])[C:28]4[C:27](=[CH:34][CH:33]=[CH:32][CH:31]=4)[C:26]3=[O:35])[CH:11]=2)(=[O:8])=[O:9])[CH:2]=[CH:3][CH:4]=[CH:5][CH:6]=1. The catalyst class is: 3. (2) Reactant: CS(C)=O.[CH3:5][NH:6][C@@H:7]1[CH2:11][CH2:10][NH:9][CH2:8]1.[C:12]([C:14]1[C:19]2[N:20]=[C:21]([C:23]([N:25]([CH3:27])[CH3:26])=[O:24])[O:22][C:18]=2[C:17](F)=[C:16]([C:29]2[CH:34]=[CH:33][CH:32]=[CH:31][CH:30]=2)[C:15]=1[CH3:35])#[N:13].C(N(CC)CC)C. Product: [C:12]([C:14]1[C:19]2[N:20]=[C:21]([C:23]([N:25]([CH3:27])[CH3:26])=[O:24])[O:22][C:18]=2[C:17]([N:9]2[CH2:10][CH2:11][C@@H:7]([NH:6][CH3:5])[CH2:8]2)=[C:16]([C:29]2[CH:34]=[CH:33][CH:32]=[CH:31][CH:30]=2)[C:15]=1[CH3:35])#[N:13]. The catalyst class is: 170.